Dataset: Peptide-MHC class I binding affinity with 185,985 pairs from IEDB/IMGT. Task: Regression. Given a peptide amino acid sequence and an MHC pseudo amino acid sequence, predict their binding affinity value. This is MHC class I binding data. (1) The peptide sequence is EKYGHLCKYH. The MHC is HLA-A68:01 with pseudo-sequence HLA-A68:01. The binding affinity (normalized) is 0. (2) The peptide sequence is FPSNMMVVT. The MHC is HLA-B46:01 with pseudo-sequence HLA-B46:01. The binding affinity (normalized) is 0.0847.